From a dataset of Catalyst prediction with 721,799 reactions and 888 catalyst types from USPTO. Predict which catalyst facilitates the given reaction. (1) Reactant: [CH3:1][O:2][CH2:3][CH2:4][N:5]1[CH2:9][CH2:8][C@H:7]([NH:10][C:11]2[CH:16]=[CH:15][C:14]([NH:17][C:18]3[N:26]=[C:25]4[C:21]([N:22]=[CH:23][N:24]4C4CCCCO4)=[C:20]([O:33][C:34]4[CH:35]=[C:36]([NH:40][C:41](=[O:44])[CH:42]=[CH2:43])[CH:37]=[CH:38][CH:39]=4)[N:19]=3)=[CH:13][CH:12]=2)[CH2:6]1.Cl. Product: [CH3:1][O:2][CH2:3][CH2:4][N:5]1[CH2:9][CH2:8][C@H:7]([NH:10][C:11]2[CH:12]=[CH:13][C:14]([NH:17][C:18]3[N:26]=[C:25]4[C:21]([N:22]=[CH:23][NH:24]4)=[C:20]([O:33][C:34]4[CH:35]=[C:36]([NH:40][C:41](=[O:44])[CH:42]=[CH2:43])[CH:37]=[CH:38][CH:39]=4)[N:19]=3)=[CH:15][CH:16]=2)[CH2:6]1. The catalyst class is: 14. (2) Reactant: C(Cl)(Cl)Cl.[C:5]([O:9][C:10]([C:12]1[C:17]([NH2:18])=[CH:16][CH:15]=[C:14]([CH3:19])[N+:13]=1[O-:20])=[O:11])([CH3:8])([CH3:7])[CH3:6].C(N(C(C)C)CC)(C)C.[C:30](Cl)(=[O:37])[C:31]1[CH:36]=[CH:35][CH:34]=[CH:33][CH:32]=1. Product: [C:5]([O:9][C:10]([C:12]1([C:30](=[O:37])[C:31]2[CH:36]=[CH:35][CH:34]=[CH:33][CH:32]=2)[C:17]([NH2:18])=[CH:16][CH:15]=[C:14]([CH3:19])[NH+:13]1[O-:20])=[O:11])([CH3:8])([CH3:7])[CH3:6]. The catalyst class is: 6. (3) The catalyst class is: 47. Product: [Cl:1][C:2]1[CH:10]=[CH:9][C:8]([C:11]2[N:12]([C:22]([O:24][C:25]([CH3:27])([CH3:26])[CH3:28])=[O:23])[C:13]3[C:18]([CH:19]=2)=[CH:17][C:16]([CH2:20][NH:30][CH2:31][CH2:32][N:33]2[CH2:38][CH2:37][O:36][CH2:35][CH2:34]2)=[CH:15][CH:14]=3)=[C:7]2[C:3]=1[CH2:4][NH:5][C:6]2=[O:29]. Reactant: [Cl:1][C:2]1[CH:10]=[CH:9][C:8]([C:11]2[N:12]([C:22]([O:24][C:25]([CH3:28])([CH3:27])[CH3:26])=[O:23])[C:13]3[C:18]([CH:19]=2)=[CH:17][C:16]([CH:20]=O)=[CH:15][CH:14]=3)=[C:7]2[C:3]=1[CH2:4][NH:5][C:6]2=[O:29].[NH2:30][CH2:31][CH2:32][N:33]1[CH2:38][CH2:37][O:36][CH2:35][CH2:34]1.C(O)(=O)C.C(O[BH-](OC(=O)C)OC(=O)C)(=O)C.[Na+].C(=O)([O-])[O-].[Na+].[Na+]. (4) Reactant: [NH2:1][CH2:2][CH2:3][CH2:4][CH2:5][N:6]1[C:18]2[C:17]3[CH:16]=[CH:15][CH:14]=[CH:13][C:12]=3[N:11]=[C:10]([NH2:19])[C:9]=2[N:8]=[C:7]1[CH2:20][CH3:21].C(N(CC)CC)C.[CH:29]1([C:34](Cl)=[O:35])[CH2:33][CH2:32][CH2:31][CH2:30]1. The catalyst class is: 22. Product: [NH2:19][C:10]1[C:9]2[N:8]=[C:7]([CH2:20][CH3:21])[N:6]([CH2:5][CH2:4][CH2:3][CH2:2][NH:1][C:34]([CH:29]3[CH2:33][CH2:32][CH2:31][CH2:30]3)=[O:35])[C:18]=2[C:17]2[CH:16]=[CH:15][CH:14]=[CH:13][C:12]=2[N:11]=1. (5) Reactant: [CH2:1]([O:3][C:4](=[O:12])[CH2:5][C:6](=[O:11])[C:7]([F:10])([F:9])[F:8])[CH3:2].[N:13]([O-])=[O:14].[Na+].O. Product: [CH2:1]([O:3][C:4](=[O:12])[C:5](=[N:13][OH:14])[C:6](=[O:11])[C:7]([F:10])([F:8])[F:9])[CH3:2]. The catalyst class is: 15. (6) Reactant: Cl[C:2]1[CH:7]=[C:6]([NH2:8])[N:5]2[N:9]=[C:10]([C:12]3[O:13][CH:14]=[CH:15][CH:16]=3)[N:11]=[C:4]2[N:3]=1.[F-].[Cs+].[CH2:19]([N:26]1[CH2:33][CH2:32][CH:31]2[CH:27]1[CH2:28][NH:29][CH2:30]2)[C:20]1[CH:25]=[CH:24][CH:23]=[CH:22][CH:21]=1. Product: [CH2:19]([N:26]1[CH2:33][CH2:32][CH:31]2[CH2:30][N:29]([C:2]3[CH:7]=[C:6]([NH2:8])[N:5]4[N:9]=[C:10]([C:12]5[O:13][CH:14]=[CH:15][CH:16]=5)[N:11]=[C:4]4[N:3]=3)[CH2:28][CH:27]12)[C:20]1[CH:25]=[CH:24][CH:23]=[CH:22][CH:21]=1. The catalyst class is: 16.